From a dataset of Full USPTO retrosynthesis dataset with 1.9M reactions from patents (1976-2016). Predict the reactants needed to synthesize the given product. (1) Given the product [Cl:1][C:2]1[CH:3]=[C:4]2[C:5](=[CH:6][CH:7]=1)[C:11]([SH:12])=[N:10][CH2:9][CH:8]2[C:13]1[CH:18]=[CH:17][CH:16]=[CH:15][C:14]=1[N+:19]([O-:21])=[O:20], predict the reactants needed to synthesize it. The reactants are: [Cl:1][C:2]1[CH:3]=[C:4]([CH:8]([C:13]2[CH:18]=[CH:17][CH:16]=[CH:15][C:14]=2[N+:19]([O-:21])=[O:20])[CH2:9][N:10]=[C:11]=[S:12])[CH:5]=[CH:6][CH:7]=1.S(=O)(=O)(O)O. (2) Given the product [NH2:23][C:20]1[N:21]=[CH:22][C:17]2[CH2:16][N:15]([C:14]3[C:9](=[O:8])[NH:10][CH:11]=[CH:12][C:13]=3[CH3:26])[CH2:25][CH2:24][C:18]=2[N:19]=1, predict the reactants needed to synthesize it. The reactants are: COC1C=CC(C[O:8][C:9]2[C:14]([N:15]3[CH2:25][CH2:24][C:18]4[N:19]=[C:20]([NH2:23])[N:21]=[CH:22][C:17]=4[CH2:16]3)=[C:13]([CH3:26])[CH:12]=[CH:11][N:10]=2)=CC=1.FC(F)(F)C(O)=O. (3) Given the product [CH2:26]([CH2:23][C:22]([NH:6][C:5]1[CH:4]=[CH:10][CH:9]=[CH:8][CH:7]=1)=[O:24])[CH2:16][CH3:17], predict the reactants needed to synthesize it. The reactants are: C([C:4]1[CH:10]=[CH:9][CH:8]=[CH:7][C:5]=1[NH2:6])CC.CCN([CH2:16][CH3:17])CC.C(O[C:22](=[O:24])[CH3:23])(=O)C.Cl.[CH2:26](Cl)Cl. (4) Given the product [NH2:1][C:2]1[CH:18]=[CH:17][C:5]([C:6]2[C:8]3[CH2:13][CH2:12][CH2:11][CH2:10][C:9]=3[C:14](=[O:15])[NH:21][N:20]=2)=[CH:4][CH:3]=1, predict the reactants needed to synthesize it. The reactants are: [NH2:1][C:2]1[CH:18]=[CH:17][C:5]([C:6]([C:8]2[CH2:13][CH2:12][CH2:11][CH2:10][C:9]=2[C:14](O)=[O:15])=O)=[CH:4][CH:3]=1.O.[NH2:20][NH2:21]. (5) Given the product [C:26]([OH:31])(=[O:30])[C:27]([OH:29])=[O:28].[CH3:14][N:4]([CH3:3])[CH2:5][CH2:6][C@H:7]([O:8][C:24]1[C:25]2[C:20](=[CH:19][CH:18]=[CH:17][CH:16]=2)[CH:21]=[CH:22][CH:23]=1)[C:9]1[S:10][CH:11]=[CH:12][CH:13]=1, predict the reactants needed to synthesize it. The reactants are: [H-].[Na+].[CH3:3][N:4]([CH3:14])[CH2:5][CH2:6][C@@H:7]([C:9]1[S:10][CH:11]=[CH:12][CH:13]=1)[OH:8].F[C:16]1[C:25]2[C:20](=[CH:21][CH:22]=[CH:23][CH:24]=2)[CH:19]=[CH:18][CH:17]=1.[C:26]([OH:31])(=[O:30])[C:27]([OH:29])=[O:28]. (6) Given the product [CH3:12][O:11][C:4]1[CH:3]=[C:2]([NH:1][C:27]([NH:26][C:23]2[CH:24]=[CH:25][C:20]([O:13][C:14]3[CH:15]=[CH:16][CH:17]=[CH:18][CH:19]=3)=[CH:21][CH:22]=2)=[O:28])[CH:10]=[CH:9][C:5]=1[C:6]([OH:8])=[O:7], predict the reactants needed to synthesize it. The reactants are: [NH2:1][C:2]1[CH:10]=[CH:9][C:5]([C:6]([OH:8])=[O:7])=[C:4]([O:11][CH3:12])[CH:3]=1.[O:13]([C:20]1[CH:25]=[CH:24][C:23]([N:26]=[C:27]=[O:28])=[CH:22][CH:21]=1)[C:14]1[CH:19]=[CH:18][CH:17]=[CH:16][CH:15]=1. (7) Given the product [O:13]1[CH2:14][CH2:15][CH2:16][CH2:17][CH:12]1[O:11][CH2:10][C:9]#[C:8][CH2:7][C@@H:2]([OH:1])[CH2:3][CH2:4][CH2:5][OH:6], predict the reactants needed to synthesize it. The reactants are: [OH:1][C@H:2]([CH2:7][C:8]#[C:9][CH2:10][O:11][CH:12]1[CH2:17][CH2:16][CH2:15][CH2:14][O:13]1)[CH2:3][CH2:4][CH:5]=[O:6].[BH4-].[Na+].